From a dataset of HIV replication inhibition screening data with 41,000+ compounds from the AIDS Antiviral Screen. Binary Classification. Given a drug SMILES string, predict its activity (active/inactive) in a high-throughput screening assay against a specified biological target. (1) The molecule is CC(C)c1cccc(C(C)C)c1NC(=N)C#N. The result is 0 (inactive). (2) The molecule is O=C(C=Cc1ccccc1)c1ccc(-c2ccc([N+](=O)[O-])cc2)cc1. The result is 0 (inactive). (3) The molecule is O=C1c2ccccc2C2CCC1c1ccccc12. The result is 1 (active).